The task is: Predict which catalyst facilitates the given reaction.. This data is from Catalyst prediction with 721,799 reactions and 888 catalyst types from USPTO. (1) Reactant: F[C:2](F)(F)[C:3](O)=[O:4].[O:8]=[S:9]1(=[O:37])[CH2:14][CH:13]=[C:12]([C:15]2[CH:20]=[C:19]([CH:21]3[CH2:26][CH2:25][NH:24][CH2:23][CH2:22]3)[CH:18]=[CH:17][C:16]=2[NH:27][C:28]([C:30]2[NH:31][CH:32]=[C:33]([C:35]#[N:36])[N:34]=2)=[O:29])[CH2:11][CH2:10]1.CCN(C(C)C)C(C)C.C(OC(=O)C)(=O)C.CCOC(C)=O. Product: [C:3]([N:24]1[CH2:25][CH2:26][CH:21]([C:19]2[CH:18]=[CH:17][C:16]([NH:27][C:28]([C:30]3[NH:31][CH:32]=[C:33]([C:35]#[N:36])[N:34]=3)=[O:29])=[C:15]([C:12]3[CH2:13][CH2:14][S:9](=[O:8])(=[O:37])[CH2:10][CH:11]=3)[CH:20]=2)[CH2:22][CH2:23]1)(=[O:4])[CH3:2]. The catalyst class is: 59. (2) Product: [C:24]([C:20]1[CH:19]=[C:18]([CH:23]=[CH:22][CH:21]=1)[CH2:17][N:12]1[C@@H:11]2[C@H:15]([C@H:7]([CH2:6][C:5]3[CH:30]=[C:31]([F:32])[C:2]([NH:1][C:46](=[O:47])[CH2:45][Cl:44])=[C:3]([CH2:33][CH3:34])[CH:4]=3)[CH2:8][S:9](=[O:28])(=[O:29])[CH2:10]2)[O:14][C:13]1=[O:16])([CH3:26])([CH3:27])[CH3:25]. The catalyst class is: 2. Reactant: [NH2:1][C:2]1[C:31]([F:32])=[CH:30][C:5]([CH2:6][C@H:7]2[C@H:15]3[C@@H:11]([N:12]([CH2:17][C:18]4[CH:23]=[CH:22][CH:21]=[C:20]([C:24]([CH3:27])([CH3:26])[CH3:25])[CH:19]=4)[C:13](=[O:16])[O:14]3)[CH2:10][S:9](=[O:29])(=[O:28])[CH2:8]2)=[CH:4][C:3]=1[CH2:33][CH3:34].CCN(C(C)C)C(C)C.[Cl:44][CH2:45][C:46](Cl)=[O:47].C([O-])(O)=O.[Na+].